This data is from NCI-60 drug combinations with 297,098 pairs across 59 cell lines. The task is: Regression. Given two drug SMILES strings and cell line genomic features, predict the synergy score measuring deviation from expected non-interaction effect. (1) Drug 1: CNC(=O)C1=CC=CC=C1SC2=CC3=C(C=C2)C(=NN3)C=CC4=CC=CC=N4. Drug 2: C1=CN(C=N1)CC(O)(P(=O)(O)O)P(=O)(O)O. Cell line: SF-539. Synergy scores: CSS=18.1, Synergy_ZIP=-5.22, Synergy_Bliss=-1.29, Synergy_Loewe=0.495, Synergy_HSA=2.80. (2) Drug 1: CCC1(CC2CC(C3=C(CCN(C2)C1)C4=CC=CC=C4N3)(C5=C(C=C6C(=C5)C78CCN9C7C(C=CC9)(C(C(C8N6C=O)(C(=O)OC)O)OC(=O)C)CC)OC)C(=O)OC)O.OS(=O)(=O)O. Cell line: SK-MEL-5. Drug 2: COCCOC1=C(C=C2C(=C1)C(=NC=N2)NC3=CC=CC(=C3)C#C)OCCOC.Cl. Synergy scores: CSS=17.7, Synergy_ZIP=-1.55, Synergy_Bliss=0.0707, Synergy_Loewe=3.10, Synergy_HSA=3.26. (3) Drug 1: CS(=O)(=O)C1=CC(=C(C=C1)C(=O)NC2=CC(=C(C=C2)Cl)C3=CC=CC=N3)Cl. Drug 2: C1C(C(OC1N2C=C(C(=O)NC2=O)F)CO)O. Cell line: MALME-3M. Synergy scores: CSS=15.5, Synergy_ZIP=-2.85, Synergy_Bliss=3.16, Synergy_Loewe=0.289, Synergy_HSA=3.10. (4) Drug 1: CN1CCC(CC1)COC2=C(C=C3C(=C2)N=CN=C3NC4=C(C=C(C=C4)Br)F)OC. Drug 2: C1C(C(OC1N2C=NC3=C(N=C(N=C32)Cl)N)CO)O. Cell line: LOX IMVI. Synergy scores: CSS=12.2, Synergy_ZIP=-4.34, Synergy_Bliss=-1.08, Synergy_Loewe=1.84, Synergy_HSA=1.91. (5) Drug 1: CC1=C2C(C(=O)C3(C(CC4C(C3C(C(C2(C)C)(CC1OC(=O)C(C(C5=CC=CC=C5)NC(=O)C6=CC=CC=C6)O)O)OC(=O)C7=CC=CC=C7)(CO4)OC(=O)C)O)C)OC(=O)C. Drug 2: CN1C2=C(C=C(C=C2)N(CCCl)CCCl)N=C1CCCC(=O)O.Cl. Cell line: M14. Synergy scores: CSS=34.9, Synergy_ZIP=-4.02, Synergy_Bliss=-3.02, Synergy_Loewe=-51.3, Synergy_HSA=-2.52.